Predict the reaction yield, written as a fraction of the theoretical maximum amount of product (1.0 means a 100% yield; for example, 0.34 means a 34% yield). From a dataset of Reaction yield outcomes from USPTO patents with 853,638 reactions. (1) The product is [NH2:21][CH2:20][C:19]1[CH:18]=[CH:17][C:16]([C:14]([NH:13][NH:12][C:10]([CH:7]2[CH2:6][CH2:5][CH:4]3[CH2:9][N:8]2[C:2](=[O:1])[N:3]3[O:31][S:32]([OH:35])(=[O:34])=[O:33])=[O:11])=[O:15])=[CH:30][CH:29]=1. The reactants are [O:1]=[C:2]1[N:8]2[CH2:9][CH:4]([CH2:5][CH2:6][CH:7]2[C:10]([NH:12][NH:13][C:14]([C:16]2[CH:30]=[CH:29][C:19]([CH2:20][NH:21]C(=O)OC(C)(C)C)=[CH:18][CH:17]=2)=[O:15])=[O:11])[N:3]1[O:31][S:32]([OH:35])(=[O:34])=[O:33].[NH+]1C=CC=CC=1.FC(F)(F)C(O)=O. No catalyst specified. The yield is 0.487. (2) The reactants are CC1(C)C(C)(C)[O:5][B:4]([C:9]2[CH:14]=[CH:13][C:12]([OH:15])=[CH:11][CH:10]=2)[O:3]1.Cl.Cl[CH2:19][CH2:20][N:21]1[CH2:26][CH2:25][CH2:24][CH2:23][CH2:22]1.C(=O)([O-])[O-].[K+].[K+].C1OCCOCCOCCOCCOCCOC1. The catalyst is CC#N.CO. The product is [N:21]1([CH2:20][CH2:19][O:15][C:12]2[CH:11]=[CH:10][C:9]([B:4]([OH:3])[OH:5])=[CH:14][CH:13]=2)[CH2:26][CH2:25][CH2:24][CH2:23][CH2:22]1. The yield is 0.950. (3) The reactants are C([O:8][C:9](=[O:24])[CH2:10][N:11]([CH2:13][CH2:14][N:15]([C:17]([O:19][C:20]([CH3:23])([CH3:22])[CH3:21])=[O:18])[CH3:16])[CH3:12])C1C=CC=CC=1. The catalyst is CO.[C].[Pd]. The product is [C:20]([O:19][C:17]([N:15]([CH3:16])[CH2:14][CH2:13][N:11]([CH2:10][C:9]([OH:24])=[O:8])[CH3:12])=[O:18])([CH3:23])([CH3:22])[CH3:21]. The yield is 1.00. (4) The reactants are Br[CH2:2][CH2:3][C:4]1[C:8]2[CH:9]=[CH:10][CH:11]=[C:12]([O:13][CH3:14])[C:7]=2[O:6][CH:5]=1.[C-:15]#[N:16].[Na+]. No catalyst specified. The product is [CH3:14][O:13][C:12]1[C:7]2[O:6][CH:5]=[C:4]([CH2:3][CH2:2][C:15]#[N:16])[C:8]=2[CH:9]=[CH:10][CH:11]=1. The yield is 0.970. (5) The reactants are [CH3:1][N:2]1[C:10]2[C:5](=[CH:6][CH:7]=[CH:8][CH:9]=2)[CH:4]=[C:3]1[C:11]([NH:13][C@H:14]([C:18]([NH:20][CH:21]([CH:30]([OH:33])[CH2:31][F:32])[CH2:22][C:23]([O:25][C:26]([CH3:29])([CH3:28])[CH3:27])=[O:24])=[O:19])[CH:15]([CH3:17])[CH3:16])=[O:12].CC(OI1(OC(C)=O)(OC(C)=O)OC(=O)C2C=CC=CC1=2)=O. The catalyst is CS(C)=O. The product is [CH3:1][N:2]1[C:10]2[C:5](=[CH:6][CH:7]=[CH:8][CH:9]=2)[CH:4]=[C:3]1[C:11]([NH:13][C@H:14]([C:18]([NH:20][CH:21]([C:30](=[O:33])[CH2:31][F:32])[CH2:22][C:23]([O:25][C:26]([CH3:27])([CH3:29])[CH3:28])=[O:24])=[O:19])[CH:15]([CH3:16])[CH3:17])=[O:12]. The yield is 0.490.